This data is from Ames mutagenicity test results for genotoxicity prediction. The task is: Regression/Classification. Given a drug SMILES string, predict its toxicity properties. Task type varies by dataset: regression for continuous values (e.g., LD50, hERG inhibition percentage) or binary classification for toxic/non-toxic outcomes (e.g., AMES mutagenicity, cardiotoxicity, hepatotoxicity). Dataset: ames. (1) The compound is CC1=NC(N)=C[C@@H]2c3ccccc3N[C@H]12. The result is 1 (mutagenic). (2) The compound is Cc1ccccc1N. The result is 1 (mutagenic). (3) The compound is O=CC(O)C(O)C(O)C(O)CO. The result is 0 (non-mutagenic). (4) The drug is Nc1ccc2c(c1)Cc1ccccc1-2. The result is 1 (mutagenic). (5) The result is 1 (mutagenic). The molecule is Cc1cc2ccccc2c2cc3c(cc12)C=CC(O)C3O.